From a dataset of Forward reaction prediction with 1.9M reactions from USPTO patents (1976-2016). Predict the product of the given reaction. (1) Given the reactants [F:1][C:2]1[C:7]([F:8])=[CH:6][CH:5]=[CH:4][C:3]=1[C:9]1[N:17]=[C:12]2[CH:13]=[N:14][NH:15][CH:16]=[C:11]2[N:10]=1.Cl[CH2:19][C:20]1[CH:21]=[N:22][C:23]([C:26]2[CH:31]=[CH:30][C:29]([O:32][CH2:33][CH2:34][CH3:35])=[CH:28][C:27]=2[C:36]([F:39])([F:38])[F:37])=[N:24][CH:25]=1.C(=O)([O-])[O-].[K+].[K+].O, predict the reaction product. The product is: [F:1][C:2]1[C:7]([F:8])=[CH:6][CH:5]=[CH:4][C:3]=1[C:9]1[N:17]=[C:12]2[CH:13]=[N:14][N:15]([CH2:19][C:20]3[CH:25]=[N:24][C:23]([C:26]4[CH:31]=[CH:30][C:29]([O:32][CH2:33][CH2:34][CH3:35])=[CH:28][C:27]=4[C:36]([F:39])([F:38])[F:37])=[N:22][CH:21]=3)[CH:16]=[C:11]2[N:10]=1. (2) Given the reactants C[O:2][C:3]([C@@H:5]1[CH2:9][CH2:8][CH2:7][N:6]1[C:10]1[C:19]([N+:20]([O-])=O)=[CH:18][C:13]([C:14]([O:16][CH3:17])=[O:15])=[CH:12][N:11]=1)=O.P(OC1C=CC=CC=1)(OC1C=CC=CC=1)OC1C=CC=CC=1, predict the reaction product. The product is: [O:2]=[C:3]1[NH:20][C:19]2[CH:18]=[C:13]([C:14]([O:16][CH3:17])=[O:15])[CH:12]=[N:11][C:10]=2[N:6]2[CH2:7][CH2:8][CH2:9][C@@H:5]12. (3) The product is: [Br:1][C:2]1[CH:3]=[C:4]2[C:9](=[CH:10][CH:11]=1)[C:8]([O:12][CH2:14][CH2:15][CH2:16][CH2:17][CH2:18][CH2:19][CH3:20])=[CH:7][CH:6]=[CH:5]2. Given the reactants [Br:1][C:2]1[CH:3]=[C:4]2[C:9](=[CH:10][CH:11]=1)[C:8]([OH:12])=[CH:7][CH:6]=[CH:5]2.Br[CH2:14][CH2:15][CH2:16][CH2:17][CH2:18][CH2:19][CH3:20].C([O-])([O-])=O.[K+].[K+], predict the reaction product.